Dataset: Full USPTO retrosynthesis dataset with 1.9M reactions from patents (1976-2016). Task: Predict the reactants needed to synthesize the given product. The reactants are: [F:1][C:2]1[CH:3]=[CH:4][C:5]([N+:16]([O-])=O)=[C:6]([NH:8][C:9]2[CH:14]=[CH:13][C:12]([F:15])=[CH:11][CH:10]=2)[CH:7]=1. Given the product [F:1][C:2]1[CH:7]=[C:6]([NH:8][C:9]2[CH:14]=[CH:13][C:12]([F:15])=[CH:11][CH:10]=2)[C:5]([NH2:16])=[CH:4][CH:3]=1, predict the reactants needed to synthesize it.